From a dataset of Peptide-MHC class I binding affinity with 185,985 pairs from IEDB/IMGT. Regression. Given a peptide amino acid sequence and an MHC pseudo amino acid sequence, predict their binding affinity value. This is MHC class I binding data. The peptide sequence is QRLSATLQRI. The binding affinity (normalized) is 0.251. The MHC is Mamu-B03 with pseudo-sequence Mamu-B03.